From a dataset of Reaction yield outcomes from USPTO patents with 853,638 reactions. Predict the reaction yield, written as a fraction of the theoretical maximum amount of product (1.0 means a 100% yield; for example, 0.34 means a 34% yield). The reactants are [CH3:1][O:2][C:3]1[CH:4]=[C:5]([CH:11]=[CH:12][C:13]=1[O:14][CH2:15][CH2:16][NH:17][CH2:18][CH3:19])[C:6]([O:8][CH2:9][CH3:10])=[O:7].[CH3:20][O:21][C:22]1[CH:23]=[C:24]([CH2:39][C:40](O)=[O:41])[CH:25]=[CH:26][C:27]=1[NH:28][C:29]([NH:31][C:32]1[CH:37]=[CH:36][CH:35]=[CH:34][C:33]=1[CH3:38])=[O:30].CCN(CC)CC. The catalyst is CN(C=O)C.CCOC(C)=O. The product is [CH3:1][O:2][C:3]1[CH:4]=[C:5]([CH:11]=[CH:12][C:13]=1[O:14][CH2:15][CH2:16][NH:17][CH2:18][CH2:19][C:40](=[O:41])[CH2:39][C:24]1[CH:25]=[CH:26][C:27]([NH:28][C:29]([NH:31][C:32]2[CH:37]=[CH:36][CH:35]=[CH:34][C:33]=2[CH3:38])=[O:30])=[C:22]([O:21][CH3:20])[CH:23]=1)[C:6]([O:8][CH2:9][CH3:10])=[O:7]. The yield is 0.930.